From a dataset of Peptide-MHC class I binding affinity with 185,985 pairs from IEDB/IMGT. Regression. Given a peptide amino acid sequence and an MHC pseudo amino acid sequence, predict their binding affinity value. This is MHC class I binding data. (1) The peptide sequence is YTPATQGTYT. The MHC is H-2-Db with pseudo-sequence H-2-Db. The binding affinity (normalized) is 0.00402. (2) The peptide sequence is PPLSTKTMF. The MHC is H-2-Ld with pseudo-sequence H-2-Ld. The binding affinity (normalized) is 0.135. (3) The peptide sequence is GRYFRIQEV. The MHC is HLA-B40:01 with pseudo-sequence HLA-B40:01. The binding affinity (normalized) is 0. (4) The peptide sequence is LRPNGKKKYML. The MHC is Mamu-B08 with pseudo-sequence Mamu-B08. The binding affinity (normalized) is 0.390.